Dataset: Full USPTO retrosynthesis dataset with 1.9M reactions from patents (1976-2016). Task: Predict the reactants needed to synthesize the given product. (1) The reactants are: Cl.[Br:2][C:3]1[CH:20]=[CH:19][C:6]([CH2:7][N:8]2[CH2:12][CH2:11][C:10]3([CH2:17][CH2:16][NH:15][CH2:14][CH2:13]3)[C:9]2=[O:18])=[CH:5][CH:4]=1.CCN(C(C)C)C(C)C.[CH3:30][O:31][C:32](=[O:43])[CH:33]([C:37]1[CH:42]=[CH:41][CH:40]=[CH:39][CH:38]=1)[CH2:34][CH2:35]Br.C(=O)([O-])[O-].[K+].[K+]. Given the product [CH3:30][O:31][C:32](=[O:43])[CH:33]([C:37]1[CH:38]=[CH:39][CH:40]=[CH:41][CH:42]=1)[CH2:34][CH2:35][N:15]1[CH2:14][CH2:13][C:10]2([C:9](=[O:18])[N:8]([CH2:7][C:6]3[CH:5]=[CH:4][C:3]([Br:2])=[CH:20][CH:19]=3)[CH2:12][CH2:11]2)[CH2:17][CH2:16]1, predict the reactants needed to synthesize it. (2) Given the product [CH3:11][Si:12]([C:15]#[C:16][C:2]1[CH:3]=[C:4]2[C:8](=[CH:9][CH:10]=1)[NH:7][N:6]=[CH:5]2)([CH3:14])[CH3:13], predict the reactants needed to synthesize it. The reactants are: I[C:2]1[CH:3]=[C:4]2[C:8](=[CH:9][CH:10]=1)[NH:7][N:6]=[CH:5]2.[CH3:11][Si:12]([C:15]#[CH:16])([CH3:14])[CH3:13]. (3) The reactants are: [C:1]([O:5][C:6]([N:8]1[CH2:13][CH2:12][CH:11]([O:14][C:15]2[CH:20]=[CH:19][C:18]([Cl:21])=[CH:17][C:16]=2/[CH:22]=[C:23]2\[C:24](=[O:33])[NH:25][C:26]3[C:31]\2=[CH:30][CH:29]=[C:28]([Cl:32])[CH:27]=3)[CH2:10][CH2:9]1)=[O:7])([CH3:4])([CH3:3])[CH3:2]. Given the product [C:1]([O:5][C:6]([N:25]1[C:26]2[C:31](=[CH:30][CH:29]=[C:28]([Cl:32])[CH:27]=2)/[C:23](=[CH:22]/[C:16]2[CH:17]=[C:18]([Cl:21])[CH:19]=[CH:20][C:15]=2[O:14][CH:11]2[CH2:12][CH2:13][N:8]([C:6]([O:5][C:1]([CH3:4])([CH3:2])[CH3:3])=[O:7])[CH2:9][CH2:10]2)/[C:24]1=[O:33])=[O:7])([CH3:4])([CH3:3])[CH3:2], predict the reactants needed to synthesize it. (4) Given the product [CH:1]1([CH2:7][N:8]2[CH:9]=[CH:10][C:11]([S:14]([CH2:17][CH:18]3[CH2:19][CH2:20]3)(=[O:16])=[O:15])=[C:12]2[CH3:13])[CH2:2][CH2:3][CH2:4][CH2:5][CH2:6]1, predict the reactants needed to synthesize it. The reactants are: [CH:1]1([CH2:7][N:8]2[C:12]([CH3:13])=[C:11]([S:14]([CH2:17][CH:18]3[CH2:20][CH2:19]3)(=[O:16])=[O:15])[CH:10]=[C:9]2C(O)=O)[CH2:6][CH2:5][CH2:4][CH2:3][CH2:2]1. (5) Given the product [F:16][C:13]1[N:12]=[CH:11][C:10]([C:8]2[NH:7][C:6]3[CH:17]=[CH:2][CH:3]=[CH:4][C:5]=3[N:9]=2)=[CH:15][CH:14]=1, predict the reactants needed to synthesize it. The reactants are: F[C:2]1[CH:3]=[CH:4][C:5]2[N:9]=[C:8]([C:10]3[CH:11]=[N:12][C:13]([F:16])=[CH:14][CH:15]=3)[NH:7][C:6]=2[CH:17]=1.C1(N)C(N)=CC=CC=1.C(OCC)(=O)C. (6) Given the product [CH2:1]([C@H:8]1[CH2:12][O:11][C:10](=[O:13])[N:9]1[C:14](=[O:19])[C@@H:15]([O:16][CH2:17][CH3:18])[C@@H:56]([C:55]1[CH:58]=[CH:59][C:52]([O:51][CH2:44][C:45]2[CH:50]=[CH:49][CH:48]=[CH:47][CH:46]=2)=[CH:53][C:54]=1[CH3:60])[OH:57])[C:2]1[CH:3]=[CH:4][CH:5]=[CH:6][CH:7]=1, predict the reactants needed to synthesize it. The reactants are: [CH2:1]([C@H:8]1[CH2:12][O:11][C:10](=[O:13])[N:9]1[C:14](=[O:19])[CH2:15][O:16][CH2:17][CH3:18])[C:2]1[CH:7]=[CH:6][CH:5]=[CH:4][CH:3]=1.C(N(CC)CC)C.[O-]S(C(F)(F)F)(=O)=O.C([B+]CCCC)CCC.[CH2:44]([O:51][C:52]1[CH:59]=[CH:58][C:55]([CH:56]=[O:57])=[C:54]([CH3:60])[CH:53]=1)[C:45]1[CH:50]=[CH:49][CH:48]=[CH:47][CH:46]=1. (7) Given the product [CH3:1][O:2][CH2:3][CH2:4][N:5]([CH3:15])[C:6]1[CH:11]=[CH:10][C:9]([NH:12][C:27]([C:25]2[N:26]=[C:22]([C:16]3[CH:21]=[CH:20][CH:19]=[CH:18][CH:17]=3)[O:23][C:24]=2[C:30]([F:32])([F:33])[F:31])=[O:28])=[N:8][CH:7]=1, predict the reactants needed to synthesize it. The reactants are: [CH3:1][O:2][CH2:3][CH2:4][N:5]([CH3:15])[C:6]1[CH:7]=[N:8][C:9]([N+:12]([O-])=O)=[CH:10][CH:11]=1.[C:16]1([C:22]2[O:23][C:24]([C:30]([F:33])([F:32])[F:31])=[C:25]([C:27](O)=[O:28])[N:26]=2)[CH:21]=[CH:20][CH:19]=[CH:18][CH:17]=1.